From a dataset of Reaction yield outcomes from USPTO patents with 853,638 reactions. Predict the reaction yield, written as a fraction of the theoretical maximum amount of product (1.0 means a 100% yield; for example, 0.34 means a 34% yield). (1) The reactants are [F:1][C:2]1[CH:7]=[CH:6][C:5]([C:8]2[C:13]([C:14]([O:16][CH3:17])=[O:15])=[C:12]([CH:18]([CH3:20])[CH3:19])[N:11]=[C:10]([OH:21])[N:9]=2)=[CH:4][CH:3]=1.C(N(CC)CC)C.C1(C)C=CC=CC=1.[F:36][C:37]([F:43])([F:42])[S:38](Cl)(=[O:40])=[O:39]. The catalyst is O. The product is [F:1][C:2]1[CH:3]=[CH:4][C:5]([C:8]2[C:13]([C:14]([O:16][CH3:17])=[O:15])=[C:12]([CH:18]([CH3:19])[CH3:20])[N:11]=[C:10]([O:21][S:38]([C:37]([F:43])([F:42])[F:36])(=[O:40])=[O:39])[N:9]=2)=[CH:6][CH:7]=1. The yield is 0.660. (2) The reactants are [NH:1]1[C:5]2[CH:6]=[CH:7][C:8]([C:10]([OH:12])=O)=[CH:9][C:4]=2[N:3]=[CH:2]1.[CH3:13][O:14][C:15]([C:17]1[CH:30]=[CH:29][C:20]2[C@@H:21]3[C@H:26]([CH2:27][CH2:28][C:19]=2[CH:18]=1)[NH:25][CH2:24][CH2:23][CH2:22]3)=[O:16]. No catalyst specified. The product is [CH3:13][O:14][C:15]([C:17]1[CH:30]=[CH:29][C:20]2[C@@H:21]3[C@H:26]([CH2:27][CH2:28][C:19]=2[CH:18]=1)[N:25]([C:10]([C:8]1[CH:7]=[CH:6][C:5]2[NH:1][CH:2]=[N:3][C:4]=2[CH:9]=1)=[O:12])[CH2:24][CH2:23][CH2:22]3)=[O:16]. The yield is 0.920. (3) The reactants are [OH:1][CH2:2][CH:3]1[CH2:8][CH2:7][CH:6]([C:9]([OH:11])=[O:10])[CH2:5][CH2:4]1.S(=O)(=O)(O)O.[CH2:17](O)[CH3:18]. The catalyst is O. The product is [OH:1][CH2:2][CH:3]1[CH2:4][CH2:5][CH:6]([C:9]([O:11][CH2:17][CH3:18])=[O:10])[CH2:7][CH2:8]1. The yield is 0.930. (4) The reactants are C[Si]([N-][Si](C)(C)C)(C)C.[K+].[C:11]1([C:17]2([NH:30][C@H:31]([C:37]([O:39][C:40]([CH3:43])([CH3:42])[CH3:41])=[O:38])[CH2:32][C:33]([O:35][CH3:36])=[O:34])[C:29]3[CH:28]=[CH:27][CH:26]=[CH:25][C:24]=3[C:23]3[C:18]2=[CH:19][CH:20]=[CH:21][CH:22]=3)[CH:16]=[CH:15][CH:14]=[CH:13][CH:12]=1.[CH3:44]I.[NH4+].[Cl-]. The catalyst is C1(C)C=CC=CC=1.O1CCCC1.O. The product is [CH3:44][CH:32]([C:33]([O:35][CH3:36])=[O:34])[C@@H:31]([C:37]([O:39][C:40]([CH3:43])([CH3:42])[CH3:41])=[O:38])[NH:30][C:17]1([C:11]2[CH:16]=[CH:15][CH:14]=[CH:13][CH:12]=2)[C:29]2[CH:28]=[CH:27][CH:26]=[CH:25][C:24]=2[C:23]2[C:18]1=[CH:19][CH:20]=[CH:21][CH:22]=2. The yield is 0.250. (5) The reactants are [CH3:1][CH:2]([OH:4])[CH3:3].Cl[C:6]([O:8][CH2:9][Cl:10])=[O:7].N1C=CC=CC=1. The catalyst is CCOCC. The product is [CH:2]([O:4][C:6](=[O:7])[O:8][CH2:9][Cl:10])([CH3:3])[CH3:1]. The yield is 0.920. (6) The reactants are Cl[S:2]([C:5]1[CH:6]=[C:7]([CH:11]=[CH:12][CH:13]=1)[C:8]([OH:10])=[O:9])(=[O:4])=[O:3].[CH3:14][N:15]1[CH2:20][CH2:19][NH:18][CH2:17][CH2:16]1.C(=O)([O-])[O-].[K+].[K+]. The catalyst is C1COCC1. The product is [CH3:14][N:15]1[CH2:20][CH2:19][N:18]([S:2]([C:5]2[CH:6]=[C:7]([CH:11]=[CH:12][CH:13]=2)[C:8]([OH:10])=[O:9])(=[O:4])=[O:3])[CH2:17][CH2:16]1. The yield is 0.353. (7) The reactants are Cl.[CH3:2][NH:3][O:4][CH3:5].C([O-])([O-])=O.[K+].[K+].[C:12]([C:14]1[CH:22]=[CH:21][C:17]([C:18](Cl)=[O:19])=[CH:16][CH:15]=1)#[N:13]. The catalyst is C(#N)C.O. The yield is 0.880. The product is [C:12]([C:14]1[CH:22]=[CH:21][C:17]([C:18]([N:3]([O:4][CH3:5])[CH3:2])=[O:19])=[CH:16][CH:15]=1)#[N:13]. (8) The reactants are [BH4-].[Na+].[Cl:3][C:4]1[CH:5]=[C:6]2[C:10](=[CH:11][CH:12]=1)[NH:9][CH:8]=[C:7]2[CH2:13][CH2:14][NH:15][C:16]([C:18]1[CH:22]=[C:21]([C:23](=[O:32])[C:24]2[CH:29]=[C:28]([F:30])[CH:27]=[CH:26][C:25]=2[F:31])[O:20][N:19]=1)=[O:17].C(=O)([O-])O.[Na+]. The catalyst is CO.O. The product is [Cl:3][C:4]1[CH:5]=[C:6]2[C:10](=[CH:11][CH:12]=1)[NH:9][CH:8]=[C:7]2[CH2:13][CH2:14][NH:15][C:16]([C:18]1[CH:22]=[C:21]([CH:23]([C:24]2[CH:29]=[C:28]([F:30])[CH:27]=[CH:26][C:25]=2[F:31])[OH:32])[O:20][N:19]=1)=[O:17]. The yield is 0.610.